This data is from Full USPTO retrosynthesis dataset with 1.9M reactions from patents (1976-2016). The task is: Predict the reactants needed to synthesize the given product. (1) Given the product [CH:38]([N:33]1[C:32]([C:26]2[N:25]=[C:24]3[C:23]4[CH:41]=[CH:42][C:20]([O:19][CH:17]([CH:14]5[CH2:15][CH2:16][N:11]([CH:44]([CH3:46])[CH3:43])[CH2:12][CH2:13]5)[CH3:18])=[CH:21][C:22]=4[O:31][CH2:30][CH2:29][N:28]3[CH:27]=2)=[N:36][C:35]([CH3:37])=[N:34]1)([CH3:39])[CH3:40], predict the reactants needed to synthesize it. The reactants are: C(OC([N:11]1[CH2:16][CH2:15][CH:14]([CH:17]([O:19][C:20]2[CH:42]=[CH:41][C:23]3[C:24]4[N:28]([CH2:29][CH2:30][O:31][C:22]=3[CH:21]=2)[CH:27]=[C:26]([C:32]2[N:33]([CH:38]([CH3:40])[CH3:39])[N:34]=[C:35]([CH3:37])[N:36]=2)[N:25]=4)[CH3:18])[CH2:13][CH2:12]1)=O)C1C=CC=CC=1.[CH3:43][C:44]([CH3:46])=O. (2) Given the product [CH3:26][C:25]1([CH3:31])[C:27]([CH3:29])([CH3:28])[O:23][B:21]([C:7]2[O:6][C:5]([Si:4]([CH:1]([CH3:3])[CH3:2])([CH:10]([CH3:12])[CH3:11])[CH:13]([CH3:15])[CH3:14])=[N:9][CH:8]=2)[O:22]1, predict the reactants needed to synthesize it. The reactants are: [CH:1]([Si:4]([CH:13]([CH3:15])[CH3:14])([CH:10]([CH3:12])[CH3:11])[C:5]1[O:6][CH:7]=[CH:8][N:9]=1)([CH3:3])[CH3:2].C([Li])CCC.[BH:21]([OH:23])[OH:22].O[C:25]([CH3:31])([C:27](O)([CH3:29])[CH3:28])[CH3:26]. (3) Given the product [Cl:12][C:10]1[CH:9]=[CH:8][CH:7]=[C:6]2[C:11]=1[C:2]([C:35]#[N:36])=[N:3][C:4]([C@@H:13]([NH:15][C:16]1[N:24]=[CH:23][N:22]=[C:21]3[C:17]=1[N:18]=[CH:19][N:20]3[CH2:25][C:26]1[CH:31]=[CH:30][C:29]([O:32][CH3:33])=[CH:28][CH:27]=1)[CH3:14])=[CH:5]2, predict the reactants needed to synthesize it. The reactants are: Cl[C:2]1[C:11]2[C:6](=[CH:7][CH:8]=[CH:9][C:10]=2[Cl:12])[CH:5]=[C:4]([C@@H:13]([NH:15][C:16]2[N:24]=[CH:23][N:22]=[C:21]3[C:17]=2[N:18]=[CH:19][N:20]3[CH2:25][C:26]2[CH:31]=[CH:30][C:29]([O:32][CH3:33])=[CH:28][CH:27]=2)[CH3:14])[N:3]=1.O.[CH3:35][N:36](C=O)C. (4) The reactants are: [F:1][C:2]1[C:10]([F:11])=[CH:9][C:5]([C:6]([NH2:8])=O)=[C:4]([N+:12]([O-:14])=[O:13])[CH:3]=1.CCN(CC)CC. Given the product [F:1][C:2]1[C:10]([F:11])=[CH:9][C:5]([C:6]#[N:8])=[C:4]([N+:12]([O-:14])=[O:13])[CH:3]=1, predict the reactants needed to synthesize it. (5) Given the product [CH3:13][N:10]1[CH2:11][CH2:12][N:8]([C:5]2[CH:4]=[CH:3][C:2]([B:18]3[O:19][C:20]([CH3:22])([CH3:21])[C:16]([CH3:32])([CH3:15])[O:17]3)=[CH:7][N:6]=2)[C:9]1=[O:14], predict the reactants needed to synthesize it. The reactants are: Br[C:2]1[CH:3]=[CH:4][C:5]([N:8]2[CH2:12][CH2:11][N:10]([CH3:13])[C:9]2=[O:14])=[N:6][CH:7]=1.[CH3:15][C:16]1([CH3:32])[C:20]([CH3:22])([CH3:21])[O:19][B:18]([B:18]2[O:19][C:20]([CH3:22])([CH3:21])[C:16]([CH3:32])([CH3:15])[O:17]2)[O:17]1.ClCCl.C([O-])(=O)C.[K+]. (6) The reactants are: [C:1]([O:5][C:6]([NH:8][CH2:9][C:10]1[CH:11]=[C:12]([C:16]2[CH:21]=[C:20](Cl)[CH:19]=[C:18]([CH2:23][O:24][C:25]3[CH:30]=[CH:29][CH:28]=[CH:27][C:26]=3[CH2:31][C:32]([O:34][C:35]([CH3:38])([CH3:37])[CH3:36])=[O:33])[CH:17]=2)[CH:13]=[CH:14][CH:15]=1)=[O:7])([CH3:4])([CH3:3])[CH3:2].[CH:39]1([B-](F)(F)F)[CH2:41][CH2:40]1.[K+].C([O-])([O-])=O.[K+].[K+]. Given the product [C:1]([O:5][C:6]([NH:8][CH2:9][C:10]1[CH:11]=[C:12]([C:16]2[CH:21]=[C:20]([CH:39]3[CH2:41][CH2:40]3)[CH:19]=[C:18]([CH2:23][O:24][C:25]3[CH:30]=[CH:29][CH:28]=[CH:27][C:26]=3[CH2:31][C:32]([O:34][C:35]([CH3:38])([CH3:37])[CH3:36])=[O:33])[CH:17]=2)[CH:13]=[CH:14][CH:15]=1)=[O:7])([CH3:4])([CH3:3])[CH3:2], predict the reactants needed to synthesize it. (7) Given the product [C:1]([O:5][C:6](=[O:20])[NH:7][C:8]1[CH:13]=[C:12]([CH3:14])[C:11]([C:15]([F:18])([F:17])[F:16])=[CH:10][C:9]=1[NH:19][C:26](=[O:25])[CH2:27][C:28]([C:30]1[CH:35]=[CH:34][CH:33]=[C:32]([C:36]2[CH:41]=[CH:40][N:39]=[C:38]([CH:42]3[CH2:43][CH2:44]3)[CH:37]=2)[CH:31]=1)=[O:29])([CH3:4])([CH3:2])[CH3:3], predict the reactants needed to synthesize it. The reactants are: [C:1]([O:5][C:6](=[O:20])[NH:7][C:8]1[CH:13]=[C:12]([CH3:14])[C:11]([C:15]([F:18])([F:17])[F:16])=[CH:10][C:9]=1[NH2:19])([CH3:4])([CH3:3])[CH3:2].C([O:25][C:26](=O)[CH2:27][C:28]([C:30]1[CH:35]=[CH:34][CH:33]=[C:32]([C:36]2[CH:41]=[CH:40][N:39]=[C:38]([CH:42]3[CH2:44][CH2:43]3)[CH:37]=2)[CH:31]=1)=[O:29])(C)(C)C. (8) Given the product [C:10]([O:14][C:15](=[O:36])[NH:16][C:17]([CH3:35])([CH3:34])[CH2:18][C:19]1[C:27]2[C:22](=[C:23]([C:28]([O:30][CH2:31][NH:5][S:2]([CH3:1])(=[O:4])=[O:3])=[O:29])[CH:24]=[CH:25][CH:26]=2)[NH:21][CH:20]=1)([CH3:12])([CH3:13])[CH3:11], predict the reactants needed to synthesize it. The reactants are: [CH3:1][S:2]([NH2:5])(=[O:4])=[O:3].C[Al](C)C.[C:10]([O:14][C:15](=[O:36])[NH:16][C:17]([CH3:35])([CH3:34])[CH2:18][C:19]1[C:27]2[C:22](=[C:23]([C:28]([O:30][CH2:31]OC)=[O:29])[CH:24]=[CH:25][CH:26]=2)[NH:21][CH:20]=1)([CH3:13])([CH3:12])[CH3:11]. (9) Given the product [Si:11]([O:18][CH2:19][C:20]([C:23]1[CH:24]=[C:25]([C:30]2[N:35]=[C:34]([CH3:36])[N:33]=[C:32]([NH2:37])[N:31]=2)[C:26]([NH:47][C:41]2[CH:42]=[N:43][C:44]([O:45][CH3:46])=[C:39]([F:38])[CH:40]=2)=[N:27][CH:28]=1)([CH3:21])[CH3:22])([C:14]([CH3:17])([CH3:16])[CH3:15])([CH3:12])[CH3:13], predict the reactants needed to synthesize it. The reactants are: C[Si]([N-][Si](C)(C)C)(C)C.[Na+].[Si:11]([O:18][CH2:19][C:20]([C:23]1[CH:24]=[C:25]([C:30]2[N:35]=[C:34]([CH3:36])[N:33]=[C:32]([NH2:37])[N:31]=2)[C:26](F)=[N:27][CH:28]=1)([CH3:22])[CH3:21])([C:14]([CH3:17])([CH3:16])[CH3:15])([CH3:13])[CH3:12].[F:38][C:39]1[CH:40]=[C:41]([NH2:47])[CH:42]=[N:43][C:44]=1[O:45][CH3:46].